From a dataset of Retrosynthesis with 50K atom-mapped reactions and 10 reaction types from USPTO. Predict the reactants needed to synthesize the given product. (1) Given the product CN(Cc1cn(-c2ccccc2CNCc2ccccn2)nn1)C1CCCc2cccnc21, predict the reactants needed to synthesize it. The reactants are: CN(Cc1cn(-c2ccccc2CN)nn1)C1CCCc2cccnc21.O=Cc1ccccn1. (2) Given the product C[C@H]1COCCN1c1ccnc(-c2ccc(NC(=O)Nc3ccncc3)cc2)n1, predict the reactants needed to synthesize it. The reactants are: CC1(C)OB(c2ccc(NC(=O)Nc3ccncc3)cc2)OC1(C)C.C[C@H]1COCCN1c1ccnc(Cl)n1. (3) Given the product NCCNC(=O)Cc1ccc(OCc2ccc(-c3ccccc3)cc2)cc1, predict the reactants needed to synthesize it. The reactants are: CC(C)(C)OC(=O)NCCNC(=O)Cc1ccc(OCc2ccc(-c3ccccc3)cc2)cc1. (4) Given the product C=C[C@@]12CCc3cc(O)ccc3[C@H]1CC[C@]1(C)C(=O)CC[C@H]12, predict the reactants needed to synthesize it. The reactants are: C=C[C@@]12CCc3cc(OC)ccc3[C@H]1CC[C@]1(C)C(=O)CC[C@H]12. (5) Given the product CCOc1cc(C(=O)OC)nc2c(C3CC3)cccc12, predict the reactants needed to synthesize it. The reactants are: CCI.COC(=O)c1cc(O)c2cccc(C3CC3)c2n1. (6) Given the product COc1cc(C(=O)N2CCC(CCN3CCC(Nc4nc5ccccc5n4Cc4ccc(F)cc4)CC3)(c3ccccc3)C2)cc(OC)c1OC, predict the reactants needed to synthesize it. The reactants are: COc1cc(C(=O)N2CCC(CCOS(C)(=O)=O)(c3ccccc3)C2)cc(OC)c1OC.Fc1ccc(Cn2c(NC3CCNCC3)nc3ccccc32)cc1. (7) Given the product Cn1cc(C2=C(c3c4n(c5ccccc35)CCC(CNC(=O)c3ccccc3)C4)C(=O)NC2=O)c2ccccc21, predict the reactants needed to synthesize it. The reactants are: Cn1cc(C2=C(c3c4n(c5ccccc35)CCC(CN)C4)C(=O)NC2=O)c2ccccc21.O=C(Cl)c1ccccc1. (8) Given the product O=C1NCCC(c2ccc(Cl)c(Cl)c2)c2cc(N3CCOCC3)sc21, predict the reactants needed to synthesize it. The reactants are: C1COCCN1.O=C1NCCC(c2ccc(Cl)c(Cl)c2)c2cc(I)sc21. (9) The reactants are: COC(=O)/C(=C/C1CCCC1)c1ccc(-n2nnnc2C)c(C(F)(F)F)c1. Given the product Cc1nnnn1-c1ccc(/C(=C\C2CCCC2)C(=O)O)cc1C(F)(F)F, predict the reactants needed to synthesize it. (10) Given the product CC(O)c1ncnc(Cl)c1I, predict the reactants needed to synthesize it. The reactants are: CC(=O)OC(C)c1ncnc(Cl)c1I.